From a dataset of Reaction yield outcomes from USPTO patents with 853,638 reactions. Predict the reaction yield, written as a fraction of the theoretical maximum amount of product (1.0 means a 100% yield; for example, 0.34 means a 34% yield). (1) The reactants are [CH2:1]([N:3]1[C:12]2[C:7](=[C:8]([OH:14])[C:9]([OH:13])=[CH:10][CH:11]=2)[C:6](=[O:15])[C:5]([C:16]([O:18][CH2:19][CH3:20])=[O:17])=[CH:4]1)[CH3:2].C(=O)([O-])[O-].[K+].[K+].[CH3:27][O:28][C:29]1[CH:36]=[CH:35][C:32]([CH2:33]Cl)=[CH:31][CH:30]=1. The catalyst is CC(C)=O. The product is [CH2:1]([N:3]1[C:12]2[C:7](=[C:8]([OH:14])[C:9]([O:13][CH2:33][C:32]3[CH:35]=[CH:36][C:29]([O:28][CH3:27])=[CH:30][CH:31]=3)=[CH:10][CH:11]=2)[C:6](=[O:15])[C:5]([C:16]([O:18][CH2:19][CH3:20])=[O:17])=[CH:4]1)[CH3:2]. The yield is 0.209. (2) The reactants are Br[C:2]1[S:3][CH:4]=[C:5]([C:7]([O:9][CH2:10][CH3:11])=[O:8])[N:6]=1.[Cl:12][C:13]1[CH:14]=[C:15](B2OC(C)(C)C(C)(C)O2)[CH:16]=[C:17]([Cl:21])[C:18]=1[O:19][CH3:20]. The catalyst is C(COC)OC.[F-].[Cs+].C1C=CC(P(C2C=CC=CC=2)[C-]2C=CC=C2)=CC=1.C1C=CC(P(C2C=CC=CC=2)[C-]2C=CC=C2)=CC=1.Cl[Pd]Cl.[Fe+2]. The product is [Cl:12][C:13]1[CH:14]=[C:15]([C:2]2[S:3][CH:4]=[C:5]([C:7]([O:9][CH2:10][CH3:11])=[O:8])[N:6]=2)[CH:16]=[C:17]([Cl:21])[C:18]=1[O:19][CH3:20]. The yield is 0.900. (3) The yield is 0.729. The reactants are [CH3:1][N:2]1[CH2:6][CH2:5][CH2:4][CH:3]1[CH2:7][CH2:8][N:9]1[C:18]2[C:13](=[CH:14][C:15]([N+:19]([O-])=O)=[CH:16][CH:17]=2)[CH2:12][CH2:11][C:10]1=[O:22].[H][H]. The product is [NH2:19][C:15]1[CH:14]=[C:13]2[C:18](=[CH:17][CH:16]=1)[N:9]([CH2:8][CH2:7][CH:3]1[CH2:4][CH2:5][CH2:6][N:2]1[CH3:1])[C:10](=[O:22])[CH2:11][CH2:12]2. The catalyst is [Pd].C(O)C.CO.C(Cl)Cl.